From a dataset of Catalyst prediction with 721,799 reactions and 888 catalyst types from USPTO. Predict which catalyst facilitates the given reaction. (1) Reactant: Cl[C:2]1[CH:9]=[CH:8][C:7]([N+:10]([O-:12])=[O:11])=[CH:6][C:3]=1[C:4]#[N:5].C([O-])([O-])=O.[K+].[K+].[C:19]1([CH2:25][SH:26])[CH:24]=[CH:23][CH:22]=[CH:21][CH:20]=1. Product: [CH2:25]([S:26][C:2]1[CH:9]=[CH:8][C:7]([N+:10]([O-:12])=[O:11])=[CH:6][C:3]=1[C:4]#[N:5])[C:19]1[CH:24]=[CH:23][CH:22]=[CH:21][CH:20]=1. The catalyst class is: 23. (2) Reactant: [CH3:1][NH:2][C@@H:3]1[C:11]2[C:6](=[CH:7][CH:8]=[CH:9][CH:10]=2)[CH2:5][CH2:4]1.C([NH:31][S:32](=[O:56])(=[O:55])[O:33][CH2:34][C@@H:35]1[C@@H:42]2[C@@H:38]([O:39]C(C)(C)[O:41]2)[C@H:37]([N:45]2[CH:53]=[N:52][C:51]3[C:46]2=[N:47][CH:48]=[N:49][C:50]=3Cl)[O:36]1)(C1C=CC=CC=1)(C1C=CC=CC=1)C1C=CC=CC=1.CCN(C(C)C)C(C)C. Product: [S:32](=[O:56])(=[O:55])([O:33][CH2:34][C@@H:35]1[C@@H:42]([OH:41])[C@@H:38]([OH:39])[C@H:37]([N:45]2[CH:53]=[N:52][C:51]3[C:46]2=[N:47][CH:48]=[N:49][C:50]=3[N:2]([C@@H:3]2[C:11]3[C:6](=[CH:7][CH:8]=[CH:9][CH:10]=3)[CH2:5][CH2:4]2)[CH3:1])[O:36]1)[NH2:31]. The catalyst class is: 8. (3) Reactant: [H-].[H-].[H-].[H-].[Al+3].[Li+].[CH3:7][C:8]1[CH:9]=[C:10]([S:15]C#N)[CH:11]=[CH:12][C:13]=1[OH:14]. Product: [CH3:7][C:8]1[CH:9]=[C:10]([SH:15])[CH:11]=[CH:12][C:13]=1[OH:14]. The catalyst class is: 7. (4) Reactant: [Cl:1][C:2]1[N:7]=[C:6]([NH:8][CH2:9][C@@H:10]2[CH2:15][CH2:14][CH2:13][N:12]([C:16]([O:18][C:19]([CH3:22])([CH3:21])[CH3:20])=[O:17])[CH2:11]2)[C:5]([C:23]#[C:24][C:25]2[CH:30]=[CH:29][CH:28]=[CH:27][C:26]=2[Cl:31])=[CH:4][N:3]=1.CC(C)([O-])C.[K+]. Product: [Cl:1][C:2]1[N:3]=[CH:4][C:5]2[CH:23]=[C:24]([C:25]3[CH:30]=[CH:29][CH:28]=[CH:27][C:26]=3[Cl:31])[N:8]([CH2:9][C@@H:10]3[CH2:15][CH2:14][CH2:13][N:12]([C:16]([O:18][C:19]([CH3:20])([CH3:21])[CH3:22])=[O:17])[CH2:11]3)[C:6]=2[N:7]=1. The catalyst class is: 258. (5) Reactant: [CH3:1][C:2]1[CH:9]=[CH:8][C:7]([C:10]2[CH:15]=[CH:14][CH:13]=[CH:12][CH:11]=2)=[CH:6][C:3]=1[C:4]#N.[H-].C([Al+]CC(C)C)C(C)C.C(OCC)(=[O:28])C.Cl. Product: [CH3:1][C:2]1[CH:9]=[CH:8][C:7]([C:10]2[CH:15]=[CH:14][CH:13]=[CH:12][CH:11]=2)=[CH:6][C:3]=1[CH:4]=[O:28]. The catalyst class is: 11. (6) Reactant: [Cl:1][C:2]1[C:3]([F:12])=[C:4]([CH:8]=[CH:9][C:10]=1[F:11])[C:5](O)=[O:6].CSC.B.C([O-])([O-])=O.[Na+].[Na+]. Product: [Cl:1][C:2]1[C:3]([F:12])=[C:4]([CH2:5][OH:6])[CH:8]=[CH:9][C:10]=1[F:11]. The catalyst class is: 1.